Dataset: Catalyst prediction with 721,799 reactions and 888 catalyst types from USPTO. Task: Predict which catalyst facilitates the given reaction. (1) Reactant: C(O[C:6](=O)[N:7]([C@H:9]([C:11](=[O:40])[NH:12][C@@H:13]([CH:34]1[CH2:39][CH2:38][CH2:37][CH2:36][CH2:35]1)[C:14](=[O:33])[N:15]1[CH2:19][CH2:18][CH2:17][C@H:16]1[C:20]1[CH:25]=[CH:24][CH:23]=[C:22]([O:26][C:27]2[CH:32]=[CH:31][CH:30]=[CH:29][CH:28]=2)[CH:21]=1)[CH3:10])C)(C)(C)C.C(O)(C(F)(F)F)=O. Product: [CH:34]1([C@H:13]([NH:12][C:11](=[O:40])[C@@H:9]([NH:7][CH3:6])[CH3:10])[C:14](=[O:33])[N:15]2[CH2:19][CH2:18][CH2:17][C@H:16]2[C:20]2[CH:25]=[CH:24][CH:23]=[C:22]([O:26][C:27]3[CH:32]=[CH:31][CH:30]=[CH:29][CH:28]=3)[CH:21]=2)[CH2:39][CH2:38][CH2:37][CH2:36][CH2:35]1. The catalyst class is: 2. (2) Reactant: C1(P(C2C=CC=CC=2)C2C=CC=CC=2)C=CC=CC=1.[Cl:20][C:21]1[C:26]([CH3:27])=[CH:25][CH:24]=[C:23]([F:28])[C:22]=1[CH:29](O)[CH3:30].C(Br)(Br)(Br)[Br:33]. Product: [Br:33][CH:29]([C:22]1[C:21]([Cl:20])=[C:26]([CH3:27])[CH:25]=[CH:24][C:23]=1[F:28])[CH3:30]. The catalyst class is: 4. (3) The catalyst class is: 9. Product: [F:2][C:3]1[CH:8]=[CH:7][C:6]([CH:9]([C:17]2[CH:18]=[CH:19][C:20]([F:23])=[CH:21][CH:22]=2)[CH:10]2[C:15](=[O:16])[CH2:14][CH2:13][N:12]([CH2:29][C:28]3[CH:27]=[C:26]([CH:33]=[CH:32][CH:31]=3)[C:24]#[N:25])[CH2:11]2)=[CH:5][CH:4]=1. Reactant: Cl.[F:2][C:3]1[CH:8]=[CH:7][C:6]([CH:9]([C:17]2[CH:22]=[CH:21][C:20]([F:23])=[CH:19][CH:18]=2)[CH:10]2[C:15](=[O:16])[CH2:14][CH2:13][NH:12][CH2:11]2)=[CH:5][CH:4]=1.[C:24]([C:26]1[CH:27]=[C:28]([CH:31]=[CH:32][CH:33]=1)[CH2:29]Br)#[N:25].C(=O)([O-])[O-].[K+].[K+]. (4) Reactant: II.C(O)(=O)C.C(O)(=O)C.[I:11]C1C=CC=CC=1.[Br:18][C:19]1[S:20][CH:21]=[CH:22][C:23]=1[CH2:24][CH2:25][CH2:26][CH2:27][CH2:28][CH3:29].[O-]S([O-])(=S)=O.[Na+].[Na+]. Product: [Br:18][C:19]1[S:20][C:21]([I:11])=[CH:22][C:23]=1[CH2:24][CH2:25][CH2:26][CH2:27][CH2:28][CH3:29]. The catalyst class is: 4. (5) Reactant: [CH3:1][CH2:2][CH2:3][NH:4][C@@H:5]1[CH2:10][C:9]2[S:11][C:12]([NH2:14])=[N:13][C:8]=2[CH2:7][CH2:6]1.[OH2:15].[ClH:16]. Product: [CH3:1][CH2:2][CH2:3][NH:4][C@@H:5]1[CH2:10][C:9]2[S:11][C:12]([NH2:14])=[N:13][C:8]=2[CH2:7][CH2:6]1.[OH2:15].[ClH:16].[ClH:16]. The catalyst class is: 8. (6) Reactant: [C:1]([O:5][C:6]([NH:8][C@@H:9]([CH2:13][C:14]1[CH:19]=[CH:18][C:17]([N+:20]([O-:22])=[O:21])=[CH:16][CH:15]=1)[C:10]([OH:12])=O)=[O:7])([CH3:4])([CH3:3])[CH3:2].[CH3:23][C:24]1([CH3:32])[O:29][C:28](=[O:30])[CH2:27][C:26](=[O:31])[O:25]1.Cl.CN(C)CCCN=C=NCC. Product: [C:1]([O:5][C:6](=[O:7])[NH:8][C@@H:9]([CH2:13][C:14]1[CH:19]=[CH:18][C:17]([N+:20]([O-:22])=[O:21])=[CH:16][CH:15]=1)[C:10](=[C:27]1[C:28](=[O:30])[O:29][C:24]([CH3:32])([CH3:23])[O:25][C:26]1=[O:31])[OH:12])([CH3:2])([CH3:3])[CH3:4]. The catalyst class is: 112.